Dataset: Forward reaction prediction with 1.9M reactions from USPTO patents (1976-2016). Task: Predict the product of the given reaction. (1) Given the reactants [CH3:1][C@@H:2]1[NH:8][CH2:7][C:6]2[CH:9]=[CH:10][C:11]([C:13]([O:15][CH3:16])=[O:14])=[CH:12][C:5]=2[O:4][CH2:3]1.[H-].[Na+].Br[CH2:20][C:21]1[CH:26]=[CH:25][C:24]([O:27][CH3:28])=[CH:23][CH:22]=1, predict the reaction product. The product is: [CH3:28][O:27][C:24]1[CH:25]=[CH:26][C:21]([CH2:20][N:8]2[CH2:7][C:6]3[CH:9]=[CH:10][C:11]([C:13]([O:15][CH3:16])=[O:14])=[CH:12][C:5]=3[O:4][CH2:3][C@@H:2]2[CH3:1])=[CH:22][CH:23]=1. (2) Given the reactants Br[C:2]1[C:7](Cl)=[CH:6][CH:5]=[CH:4][C:3]=1[Cl:9].C([Mg]Cl)(C)C.O1CCCC1.[CH3:20][C:21]([CH3:27])=[C:22]1[CH:26]=[CH:25][CH:24]=[CH:23]1, predict the reaction product. The product is: [Cl:9][C:3]1[CH:4]=[CH:5][CH:6]=[C:7]2[C:2]=1[CH:23]1[C:22](=[C:21]([CH3:27])[CH3:20])[CH:26]2[CH:25]=[CH:24]1. (3) Given the reactants C([O:8][C:9]1[CH:10]=[CH:11][C:12]([CH:36]=[CH:37][CH2:38][CH3:39])=[C:13]([CH:35]=1)[O:14][CH2:15][CH2:16][C:17]1[N:18]=[C:19]([C:23]2[CH:28]=[CH:27][C:26]([C:29]3[CH:34]=[CH:33][CH:32]=[CH:31][CH:30]=3)=[CH:25][CH:24]=2)[O:20][C:21]=1[CH3:22])C1C=CC=CC=1.[H][H], predict the reaction product. The product is: [CH2:36]([C:12]1[CH:11]=[CH:10][C:9]([OH:8])=[CH:35][C:13]=1[O:14][CH2:15][CH2:16][C:17]1[N:18]=[C:19]([C:23]2[CH:24]=[CH:25][C:26]([C:29]3[CH:34]=[CH:33][CH:32]=[CH:31][CH:30]=3)=[CH:27][CH:28]=2)[O:20][C:21]=1[CH3:22])[CH2:37][CH2:38][CH3:39]. (4) Given the reactants C([Li])(CC)C.[F:6][C:7]1[CH:8]=[C:9]([N:13]2[Si](C)(C)CC[Si]2(C)C)[CH:10]=[CH:11][CH:12]=1.[C:22]1([CH:28]([N:35]2[CH2:38][C:37](=[O:39])[CH2:36]2)[C:29]2[CH:34]=[CH:33][CH:32]=[CH:31][CH:30]=2)[CH:27]=[CH:26][CH:25]=[CH:24][CH:23]=1.C(=O)([O-])[O-].[K+].[K+], predict the reaction product. The product is: [NH2:13][C:9]1[CH:10]=[CH:11][C:12]([C:37]2([OH:39])[CH2:38][N:35]([CH:28]([C:29]3[CH:30]=[CH:31][CH:32]=[CH:33][CH:34]=3)[C:22]3[CH:27]=[CH:26][CH:25]=[CH:24][CH:23]=3)[CH2:36]2)=[C:7]([F:6])[CH:8]=1. (5) Given the reactants [Cl:1][C:2]1[CH:3]=[C:4]([CH:8]2[C:12]([C:15]3[CH:20]=[CH:19][C:18]([Cl:21])=[CH:17][CH:16]=3)([C:13]#[N:14])[CH:11]([CH2:22][C:23]([CH3:26])([CH3:25])[CH3:24])[NH:10][CH:9]2[C:27]([OH:29])=O)[CH:5]=[CH:6][CH:7]=1.[C:30]([C:34]1[CH:41]=[CH:40][C:37]([CH2:38][NH2:39])=[CH:36][CH:35]=1)([CH3:33])([CH3:32])[CH3:31].CN(C(ON1N=NC2C=CC=NC1=2)=[N+](C)C)C.F[P-](F)(F)(F)(F)F.CCN(C(C)C)C(C)C, predict the reaction product. The product is: [C:30]([C:34]1[CH:35]=[CH:36][C:37]([CH2:38][NH:39][C:27]([CH:9]2[CH:8]([C:4]3[CH:5]=[CH:6][CH:7]=[C:2]([Cl:1])[CH:3]=3)[C:12]([C:15]3[CH:16]=[CH:17][C:18]([Cl:21])=[CH:19][CH:20]=3)([C:13]#[N:14])[CH:11]([CH2:22][C:23]([CH3:25])([CH3:24])[CH3:26])[NH:10]2)=[O:29])=[CH:40][CH:41]=1)([CH3:33])([CH3:31])[CH3:32]. (6) Given the reactants [Cl:1][C:2]1[CH:10]=[C:9]([Cl:11])[CH:8]=[CH:7][C:3]=1[C:4]([OH:6])=O.CN(C(ON1N=NC2C=CC=CC1=2)=[N+](C)C)C.[B-](F)(F)(F)F.CN1CCOCC1.[N:41]1([CH2:45][C@@H:46]([NH:50][CH3:51])[CH2:47][CH2:48][CH3:49])[CH2:44][CH2:43][CH2:42]1, predict the reaction product. The product is: [N:41]1([CH2:45][C@@H:46]([N:50]([CH3:51])[C:4](=[O:6])[C:3]2[CH:7]=[CH:8][C:9]([Cl:11])=[CH:10][C:2]=2[Cl:1])[CH2:47][CH2:48][CH3:49])[CH2:44][CH2:43][CH2:42]1. (7) Given the reactants [Cl:1][C:2]1[CH:8]=[CH:7][C:5]([NH2:6])=[CH:4][CH:3]=1.[CH2:9]([C:11](=O)[C:12]([O-:14])=[O:13])[CH3:10].[F:16][C:17]1[CH:24]=[CH:23][C:20](C=C)=[CH:19][CH:18]=1.F[C:26](F)(F)[C:27](O)=O, predict the reaction product. The product is: [CH2:26]([O:14][C:12]([CH:11]1[CH2:9][CH:10]([C:20]2[CH:23]=[CH:24][C:17]([F:16])=[CH:18][CH:19]=2)[C:7]2[C:5](=[CH:4][CH:3]=[C:2]([Cl:1])[CH:8]=2)[NH:6]1)=[O:13])[CH3:27]. (8) The product is: [CH2:1]([C:3]1[N:7]([CH3:8])[N:6]=[C:5]([C:9]#[N:11])[CH:4]=1)[CH3:2]. Given the reactants [CH2:1]([C:3]1[N:7]([CH3:8])[N:6]=[C:5]([C:9]([NH2:11])=O)[CH:4]=1)[CH3:2].P(Cl)(Cl)(Cl)=O, predict the reaction product. (9) Given the reactants [Cl:1][C:2]1[C:7]([C:8]2[N:9]=[C:10]([CH:20]3[CH2:25][CH2:24][O:23][CH2:22][CH2:21]3)[S:11][C:12]=2[C:13]2[CH:18]=[CH:17][N:16]=[C:15](Cl)[N:14]=2)=[CH:6][CH:5]=[CH:4][C:3]=1[NH:26][S:27]([C:30]1[CH:35]=[C:34]([F:36])[CH:33]=[CH:32][C:31]=1[F:37])(=[O:29])=[O:28].[OH-].[NH4+:39], predict the reaction product. The product is: [NH2:39][C:15]1[N:14]=[C:13]([C:12]2[S:11][C:10]([CH:20]3[CH2:25][CH2:24][O:23][CH2:22][CH2:21]3)=[N:9][C:8]=2[C:7]2[C:2]([Cl:1])=[C:3]([NH:26][S:27]([C:30]3[CH:35]=[C:34]([F:36])[CH:33]=[CH:32][C:31]=3[F:37])(=[O:29])=[O:28])[CH:4]=[CH:5][CH:6]=2)[CH:18]=[CH:17][N:16]=1.